This data is from Catalyst prediction with 721,799 reactions and 888 catalyst types from USPTO. The task is: Predict which catalyst facilitates the given reaction. Reactant: [C:1]([C:3]1([NH:6][C:7]([C@@H:9]2[CH2:14][CH2:13][CH2:12][CH2:11][C@H:10]2[C:15]([N:17]2[CH2:30][CH2:29][C:20]3[NH:21][C:22]4[C:23]([OH:28])=[CH:24][CH:25]=[CH:26][C:27]=4[C:19]=3[CH2:18]2)=[O:16])=[O:8])[CH2:5][CH2:4]1)#[N:2].Br[CH2:32][CH2:33][CH3:34].C(=O)([O-])[O-].[K+].[K+]. Product: [C:1]([C:3]1([NH:6][C:7]([C@@H:9]2[CH2:14][CH2:13][CH2:12][CH2:11][C@H:10]2[C:15]([N:17]2[CH2:30][CH2:29][C:20]3[NH:21][C:22]4[C:23]([O:28][CH2:32][CH2:33][CH3:34])=[CH:24][CH:25]=[CH:26][C:27]=4[C:19]=3[CH2:18]2)=[O:16])=[O:8])[CH2:5][CH2:4]1)#[N:2]. The catalyst class is: 21.